From a dataset of Reaction yield outcomes from USPTO patents with 853,638 reactions. Predict the reaction yield, written as a fraction of the theoretical maximum amount of product (1.0 means a 100% yield; for example, 0.34 means a 34% yield). The yield is 0.740. The reactants are CS([C:5]1[N:6]=[N:7][CH:8]=[C:9]([C:11]2[CH:16]=[C:15]([F:17])[CH:14]=[C:13]([F:18])[CH:12]=2)[N:10]=1)(=O)=O.[NH3:19]. No catalyst specified. The product is [F:18][C:13]1[CH:12]=[C:11]([C:9]2[N:10]=[C:5]([NH2:19])[N:6]=[N:7][CH:8]=2)[CH:16]=[C:15]([F:17])[CH:14]=1.